Predict the product of the given reaction. From a dataset of Forward reaction prediction with 1.9M reactions from USPTO patents (1976-2016). (1) Given the reactants CCCCCC.C([Li])CCC.Br[C:13]1[CH:18]=[CH:17][C:16]([Br:19])=[CH:15][N:14]=1.[CH2:20]1[O:30][C:23]2([CH2:28][CH2:27][C:26](=[O:29])[CH2:25][CH2:24]2)[O:22][CH2:21]1, predict the reaction product. The product is: [Br:19][C:16]1[CH:17]=[CH:18][C:13]([C:26]2([OH:29])[CH2:27][CH2:28][C:23]3([O:30][CH2:20][CH2:21][O:22]3)[CH2:24][CH2:25]2)=[N:14][CH:15]=1. (2) Given the reactants [F:1][C:2]1[CH:8]=[C:7]([CH3:9])[C:6]([SH:10])=[CH:5][C:3]=1[NH2:4].[F:11][C:12]([F:16])([F:15])[CH2:13]I.C(=O)([O-])[O-].[K+].[K+].C(S([O-])=O)O.[Na+], predict the reaction product. The product is: [F:1][C:2]1[CH:8]=[C:7]([CH3:9])[C:6]([S:10][CH2:13][C:12]([F:16])([F:15])[F:11])=[CH:5][C:3]=1[NH2:4]. (3) Given the reactants [S:1]1[CH:5]=[CH:4][C:3]2[C:6](=O)[CH2:7][CH2:8][CH2:9][C:2]1=2.BrBr.[OH2:13].[CH3:14]O, predict the reaction product. The product is: [OH:13][CH2:14][C:6]1[C:3]2[CH:4]=[CH:5][S:1][C:2]=2[CH:9]=[CH:8][CH:7]=1. (4) Given the reactants [Cl:1][C:2]1[CH:3]=[C:4]([CH:18]=[CH:19][CH:20]=1)[C:5]([NH:7][CH2:8][C:9]1[CH:14]=[CH:13][C:12]([C:15]#[N:16])=[CH:11][C:10]=1[OH:17])=[O:6].I[CH2:22][C:23]([NH2:25])=[O:24], predict the reaction product. The product is: [C:23]([CH2:22][O:17][C:10]1[CH:11]=[C:12]([C:15]#[N:16])[CH:13]=[CH:14][C:9]=1[CH2:8][NH:7][C:5](=[O:6])[C:4]1[CH:18]=[CH:19][CH:20]=[C:2]([Cl:1])[CH:3]=1)(=[O:24])[NH2:25]. (5) Given the reactants [CH2:1]([O:3][C:4]([C:6]1[S:7][C:8](S(C)(=O)=O)=[C:9]2[C:17]3[N:16]([CH3:18])[N:15]=[CH:14][C:13]=3[CH2:12][CH2:11][C:10]=12)=[O:5])[CH3:2].[CH2:23]([OH:26])[CH2:24][CH3:25].[H-].[Na+].Cl, predict the reaction product. The product is: [CH3:18][N:16]1[C:17]2[C:9]3=[C:8]([O:26][CH2:23][CH2:24][CH3:25])[S:7][C:6]([C:4]([O:3][CH2:1][CH3:2])=[O:5])=[C:10]3[CH2:11][CH2:12][C:13]=2[CH:14]=[N:15]1. (6) Given the reactants Cl[C:2]1[C:3]([O:8][CH:9]2[CH2:14][CH2:13][CH2:12][N:11]([C:15]3[CH:24]=[CH:23][C:22]4[C:17](=[CH:18][CH:19]=[CH:20][CH:21]=4)[N:16]=3)[CH2:10]2)=[N:4][CH:5]=[CH:6][N:7]=1.[CH3:25][C:26]1[CH:31]=[C:30](B2OC(C)(C)C(C)(C)O2)[CH:29]=[CH:28][N:27]=1.[O-]P([O-])([O-])=O.[K+].[K+].[K+], predict the reaction product. The product is: [CH3:25][C:26]1[CH:31]=[C:30]([C:2]2[C:3]([O:8][CH:9]3[CH2:14][CH2:13][CH2:12][N:11]([C:15]4[CH:24]=[CH:23][C:22]5[C:17](=[CH:18][CH:19]=[CH:20][CH:21]=5)[N:16]=4)[CH2:10]3)=[N:4][CH:5]=[CH:6][N:7]=2)[CH:29]=[CH:28][N:27]=1.